Dataset: Full USPTO retrosynthesis dataset with 1.9M reactions from patents (1976-2016). Task: Predict the reactants needed to synthesize the given product. Given the product [Cl:1][C:2]1[CH:3]=[N:4][C:5]2[N:6]([N:8]=[C:9]([C:11]([N:15]3[CH2:16][CH2:17][C:18]4[C:23](=[CH:22][CH:21]=[CH:20][CH:19]=4)[CH2:14]3)=[O:13])[CH:10]=2)[CH:7]=1, predict the reactants needed to synthesize it. The reactants are: [Cl:1][C:2]1[CH:3]=[N:4][C:5]2[N:6]([N:8]=[C:9]([C:11]([OH:13])=O)[CH:10]=2)[CH:7]=1.[CH2:14]1[C:23]2[C:18](=[CH:19][CH:20]=[CH:21][CH:22]=2)[CH2:17][CH2:16][NH:15]1.